From a dataset of Peptide-MHC class I binding affinity with 185,985 pairs from IEDB/IMGT. Regression. Given a peptide amino acid sequence and an MHC pseudo amino acid sequence, predict their binding affinity value. This is MHC class I binding data. The peptide sequence is KTLHSSVQSY. The MHC is HLA-A30:02 with pseudo-sequence HLA-A30:02. The binding affinity (normalized) is 0.603.